Dataset: Forward reaction prediction with 1.9M reactions from USPTO patents (1976-2016). Task: Predict the product of the given reaction. (1) Given the reactants [NH2:1][C:2]1[C:3]2[CH:18]=[C:17]([C:19]3[C:24]([Cl:25])=[CH:23][CH:22]=[CH:21][C:20]=3[Cl:26])[C:16](=[O:27])[NH:15][C:4]=2[N:5]=[C:6]([NH:8][C:9]2[CH:14]=[CH:13][CH:12]=[CH:11][CH:10]=2)[N:7]=1.[H-].[Na+].[CH3:30]I, predict the reaction product. The product is: [NH2:1][C:2]1[C:3]2[CH:18]=[C:17]([C:19]3[C:24]([Cl:25])=[CH:23][CH:22]=[CH:21][C:20]=3[Cl:26])[C:16](=[O:27])[N:15]([CH3:30])[C:4]=2[N:5]=[C:6]([NH:8][C:9]2[CH:14]=[CH:13][CH:12]=[CH:11][CH:10]=2)[N:7]=1. (2) Given the reactants [NH:1]1[C:10]2[C:5](=[CH:6][CH:7]=[N:8][C:9]=2[NH2:11])[CH2:4][CH2:3][CH2:2]1.[CH3:12]OC([O-])[O-], predict the reaction product. The product is: [N:11]1[C:9]2=[C:10]3[C:5](=[CH:6][CH:7]=[N:8]2)[CH2:4][CH2:3][CH2:2][N:1]3[CH:12]=1. (3) Given the reactants [CH3:1][O:2][C:3]([C:5]1[CH:6]=[C:7]([Cl:27])[CH:8]=[C:9]2[C:14]=1[NH:13][CH:12]([C:15]1[CH:20]=[CH:19][CH:18]=[C:17]([N+:21]([O-:23])=[O:22])[CH:16]=1)[C:11]([CH3:25])([CH3:24])[CH:10]2O)=[O:4].FC(F)(F)C(O)=O, predict the reaction product. The product is: [CH3:1][O:2][C:3]([C:5]1[CH:6]=[C:7]([Cl:27])[CH:8]=[C:9]2[C:14]=1[NH:13][CH:12]([C:15]1[CH:20]=[CH:19][CH:18]=[C:17]([N+:21]([O-:23])=[O:22])[CH:16]=1)[C:11]([CH3:24])([CH3:25])[CH2:10]2)=[O:4]. (4) Given the reactants [Cl:1][C:2]1[CH:32]=[CH:31][C:5]([CH2:6][C@@H:7]([NH:12][CH2:13][C@H:14]2[CH2:23][C:22]3[C:17](=[CH:18][CH:19]=[CH:20][CH:21]=3)[CH2:16][N:15]2[C:24]([O:26][C:27]([CH3:30])([CH3:29])[CH3:28])=[O:25])[C:8]([O:10]C)=[O:9])=[CH:4][CH:3]=1.O.[OH-].[Li+].S([O-])([O-])(=O)=O.[K+].[K+], predict the reaction product. The product is: [C:27]([O:26][C:24]([N:15]1[C@@H:14]([CH2:13][NH:12][C@@H:7]([C:8]([OH:10])=[O:9])[CH2:6][C:5]2[CH:4]=[CH:3][C:2]([Cl:1])=[CH:32][CH:31]=2)[CH2:23][C:22]2[C:17](=[CH:18][CH:19]=[CH:20][CH:21]=2)[CH2:16]1)=[O:25])([CH3:30])([CH3:28])[CH3:29].